From a dataset of Forward reaction prediction with 1.9M reactions from USPTO patents (1976-2016). Predict the product of the given reaction. Given the reactants [CH3:1][C:2]1[CH:3]=[C:4]([N:9]2[C:13]([OH:14])=[C:12]([C:15](=O)[CH3:16])[C:11]([CH3:18])=[N:10]2)[CH:5]=[CH:6][C:7]=1[CH3:8].[CH3:19][O:20][C:21]([C:23]1[CH:32]=[CH:31][C:26]([C:27]([NH:29][NH2:30])=[O:28])=[CH:25][CH:24]=1)=[O:22], predict the reaction product. The product is: [CH3:1][C:2]1[CH:3]=[C:4]([N:9]2[C:13](=[O:14])[C:12](=[C:15]([NH:30][NH:29][C:27](=[O:28])[C:26]3[CH:25]=[CH:24][C:23]([C:21]([O:20][CH3:19])=[O:22])=[CH:32][CH:31]=3)[CH3:16])[C:11]([CH3:18])=[N:10]2)[CH:5]=[CH:6][C:7]=1[CH3:8].